From a dataset of Full USPTO retrosynthesis dataset with 1.9M reactions from patents (1976-2016). Predict the reactants needed to synthesize the given product. (1) Given the product [CH2:11]([C@:18]12[CH2:31][CH2:30][C@:29]([CH2:1][CH2:2][CH3:3])([OH:32])[CH2:28][C@H:27]1[CH:26]=[CH:25][C:24]1[CH:23]=[C:22]([C:33]([O:35][CH3:36])=[O:34])[CH:21]=[CH:20][C:19]2=1)[CH3:12].[CH2:11]([C@@:18]12[CH2:31][CH2:30][C@@:29]([CH2:7][CH2:6][CH3:10])([OH:32])[CH2:28][C@@H:27]1[CH:26]=[CH:25][C:24]1[CH:23]=[C:22]([C:33]([O:35][CH3:36])=[O:34])[CH:21]=[CH:20][C:19]2=1)[CH3:12], predict the reactants needed to synthesize it. The reactants are: [CH2:1]([Mg]Br)[CH2:2][CH3:3].[CH2:6]1[CH2:10]OC[CH2:7]1.[CH2:11]([C@@:18]12[CH2:31][CH2:30][C:29](=[O:32])[CH2:28][C@@H:27]1[CH:26]=[CH:25][C:24]1[CH:23]=[C:22]([C:33]([O:35][CH3:36])=[O:34])[CH:21]=[CH:20][C:19]2=1)[C:12]1C=CC=CC=1. (2) Given the product [N:23]1([O:14][C:13](=[O:15])[C:12]2[CH:11]=[C:10]([O:9][C:1](=[O:8])[C:2]3[CH:3]=[CH:4][CH:5]=[CH:6][CH:7]=3)[C:18]([O:19][CH3:20])=[CH:17][C:16]=2[Br:21])[C:27]2[CH:28]=[CH:29][CH:30]=[CH:31][C:26]=2[N:25]=[N:24]1, predict the reactants needed to synthesize it. The reactants are: [C:1]([O:9][C:10]1[CH:11]=[C:12]([C:16]([Br:21])=[CH:17][C:18]=1[O:19][CH3:20])[C:13]([OH:15])=[O:14])(=[O:8])[C:2]1[CH:7]=[CH:6][CH:5]=[CH:4][CH:3]=1.O[N:23]1[C:27]2[CH:28]=[CH:29][CH:30]=[CH:31][C:26]=2[N:25]=[N:24]1.C1(N=C=NC2CCCCC2)CCCCC1. (3) Given the product [F:1][C:2]1[CH:7]=[CH:6][C:5]([C:8]2[O:9][C:10]3[CH:20]=[C:19]([N:21]([CH3:26])[S:22]([CH3:25])(=[O:23])=[O:24])[C:18]([CH:27]4[CH2:31][N:30]([CH3:36])[C@H:29]([C:32]([O:34][CH3:35])=[O:33])[CH2:28]4)=[CH:17][C:11]=3[C:12]=2[C:13](=[O:16])[NH:14][CH3:15])=[CH:4][CH:3]=1, predict the reactants needed to synthesize it. The reactants are: [F:1][C:2]1[CH:7]=[CH:6][C:5]([C:8]2[O:9][C:10]3[CH:20]=[C:19]([N:21]([CH3:26])[S:22]([CH3:25])(=[O:24])=[O:23])[C:18]([CH:27]4[CH2:31][NH:30][C@H:29]([C:32]([O:34][CH3:35])=[O:33])[CH2:28]4)=[CH:17][C:11]=3[C:12]=2[C:13](=[O:16])[NH:14][CH3:15])=[CH:4][CH:3]=1.[CH3:36]C(O[Na])=O.C=O.[BH-](OC(C)=O)(OC(C)=O)OC(C)=O.[Na+]. (4) Given the product [CH3:16][C:13]1([CH3:17])[O:12][C@H:11]([CH2:10][C:7]2([S:18]([Cl:21])(=[O:19])=[O:24])[CH2:9][CH2:8]2)[CH2:15][O:14]1, predict the reactants needed to synthesize it. The reactants are: C([Li])(C)(C)C.I[C:7]1([CH2:10][C@@H:11]2[CH2:15][O:14][C:13]([CH3:17])([CH3:16])[O:12]2)[CH2:9][CH2:8]1.[S:18]([Cl:21])(Cl)=[O:19].CC[O:24]CC. (5) The reactants are: [CH:1]1([CH2:4][C:5]2([C:28]3[CH:33]=[CH:32][C:31]([S:34][CH3:35])=[CH:30][CH:29]=3)[CH2:10][CH2:9][CH2:8][N:7]3[C:11]([C:14]4[CH:19]=[CH:18][C:17]([C:20]5[O:24][C:23]([CH3:25])=[N:22][CH:21]=5)=[C:16]([O:26][CH3:27])[CH:15]=4)=[N:12][N:13]=[C:6]23)[CH2:3][CH2:2]1.[OH2:36].[OH2:37].O.O.O.O.[Mg+2].C(O[O-])(=O)C1C(=CC=CC=1)C([O-])=O. Given the product [CH:1]1([CH2:4][C:5]2([C:28]3[CH:33]=[CH:32][C:31]([S:34]([CH3:35])(=[O:37])=[O:36])=[CH:30][CH:29]=3)[CH2:10][CH2:9][CH2:8][N:7]3[C:11]([C:14]4[CH:19]=[CH:18][C:17]([C:20]5[O:24][C:23]([CH3:25])=[N:22][CH:21]=5)=[C:16]([O:26][CH3:27])[CH:15]=4)=[N:12][N:13]=[C:6]23)[CH2:3][CH2:2]1, predict the reactants needed to synthesize it.